Predict the reactants needed to synthesize the given product. From a dataset of Full USPTO retrosynthesis dataset with 1.9M reactions from patents (1976-2016). (1) The reactants are: Cl[SiH:2]1[N:6]([C:7]([CH3:10])([CH3:9])[CH3:8])[CH:5]=[CH:4][N:3]1[C:11]([CH3:14])([CH3:13])[CH3:12].[CH:15]1([NH2:18])[CH2:17][CH2:16]1. Given the product [C:11]([N:3]1[CH:4]=[CH:5][N:6]([C:7]([CH3:10])([CH3:9])[CH3:8])[SiH:2]1[NH:18][CH:15]1[CH2:17][CH2:16]1)([CH3:14])([CH3:13])[CH3:12], predict the reactants needed to synthesize it. (2) Given the product [OH:1][NH:2][C:6](=[O:5])[CH2:7][CH2:8][CH2:9][CH2:10][CH2:11][CH2:12][N:13]([C:20]1[CH:21]=[N:22][CH:23]=[CH:24][CH:25]=1)[C:14]1[CH:19]=[CH:18][CH:17]=[CH:16][N:15]=1, predict the reactants needed to synthesize it. The reactants are: [OH:1][NH2:2].C([O:5][C:6](=O)[CH2:7][CH2:8][CH2:9][CH2:10][CH2:11][CH2:12][N:13]([C:20]1[CH:21]=[N:22][CH:23]=[CH:24][CH:25]=1)[C:14]1[CH:19]=[CH:18][CH:17]=[CH:16][N:15]=1)C. (3) Given the product [F:22][C:19]1[CH:18]=[CH:17][C:16]([C:10]2[C:9]3[C:13](=[CH:14][CH:15]=[C:7]([C:5]4[NH:6][C:28]([C:24]5[O:23][CH:27]=[CH:26][CH:25]=5)=[N:30][N:31]=4)[CH:8]=3)[NH:12][N:11]=2)=[CH:21][CH:20]=1, predict the reactants needed to synthesize it. The reactants are: Cl.C(O[C:5]([C:7]1[CH:8]=[C:9]2[C:13](=[CH:14][CH:15]=1)[NH:12][N:11]=[C:10]2[C:16]1[CH:21]=[CH:20][C:19]([F:22])=[CH:18][CH:17]=1)=[NH:6])C.[O:23]1[CH:27]=[CH:26][CH:25]=[C:24]1[C:28]([NH:30][NH2:31])=O. (4) Given the product [C:24]1([S:30]([N:1]2[C:9]3[C:4](=[CH:5][CH:6]=[CH:7][CH:8]=3)[C:3]([CH:10]=[CH:11][C:12]([NH:14][O:15][CH:16]3[CH2:21][CH2:20][CH2:19][CH2:18][O:17]3)=[O:13])=[CH:2]2)(=[O:32])=[O:31])[CH:29]=[CH:28][CH:27]=[CH:26][CH:25]=1, predict the reactants needed to synthesize it. The reactants are: [NH:1]1[C:9]2[C:4](=[CH:5][CH:6]=[CH:7][CH:8]=2)[C:3]([CH:10]=[CH:11][C:12]([NH:14][O:15][CH:16]2[CH2:21][CH2:20][CH2:19][CH2:18][O:17]2)=[O:13])=[CH:2]1.[OH-].[K+].[C:24]1([S:30](Cl)(=[O:32])=[O:31])[CH:29]=[CH:28][CH:27]=[CH:26][CH:25]=1. (5) Given the product [C:1]([Si:5]([CH3:24])([CH3:23])[O:6][C:7]1[C:8]([F:22])=[C:9]([OH:31])[CH:10]=[C:11]([C:13]([CH3:21])([CH3:20])[O:14][SiH2:15][C:16]([CH3:19])([CH3:18])[CH3:17])[CH:12]=1)([CH3:4])([CH3:3])[CH3:2], predict the reactants needed to synthesize it. The reactants are: [C:1]([Si:5]([CH3:24])([CH3:23])[O:6][C:7]1[CH:12]=[C:11]([C:13]([CH3:21])([CH3:20])[O:14][SiH2:15][C:16]([CH3:19])([CH3:18])[CH3:17])[CH:10]=[CH:9][C:8]=1[F:22])([CH3:4])([CH3:3])[CH3:2].[Li]C(CC)C.B(OC)(OC)[O:31]C.C(O)(=O)C.OO.O. (6) Given the product [CH3:1][C:2]1[CH:11]=[CH:10][C:9]([N:12]2[CH:13]=[N:25][N:24]=[N:23]2)=[CH:8][C:3]=1[C:4]([O:6][CH3:7])=[O:5], predict the reactants needed to synthesize it. The reactants are: [CH3:1][C:2]1[CH:11]=[CH:10][C:9]([NH2:12])=[CH:8][C:3]=1[C:4]([O:6][CH3:7])=[O:5].[CH:13](OCC)(OCC)OCC.[N-:23]=[N+:24]=[N-:25].[Na+]. (7) Given the product [CH2:13]([C:12]1[CH:11]=[C:10]2[C:6](=[CH:5][C:4]=1[CH2:1][CH3:2])[CH2:7][CH:8]([NH:15][C:16](=[O:21])[C:17]([F:19])([F:18])[F:20])[CH2:9]2)[CH3:14], predict the reactants needed to synthesize it. The reactants are: [C:1]([C:4]1[CH:5]=[C:6]2[C:10](=[CH:11][C:12]=1[CH2:13][CH3:14])[CH2:9][CH:8]([NH:15][C:16](=[O:21])[C:17]([F:20])([F:19])[F:18])[CH2:7]2)(=O)[CH3:2].[H][H].